Regression. Given two drug SMILES strings and cell line genomic features, predict the synergy score measuring deviation from expected non-interaction effect. From a dataset of NCI-60 drug combinations with 297,098 pairs across 59 cell lines. (1) Drug 1: CNC(=O)C1=NC=CC(=C1)OC2=CC=C(C=C2)NC(=O)NC3=CC(=C(C=C3)Cl)C(F)(F)F. Synergy scores: CSS=0.346, Synergy_ZIP=-1.48, Synergy_Bliss=-0.730, Synergy_Loewe=-6.04, Synergy_HSA=-5.48. Cell line: NCIH23. Drug 2: COCCOC1=C(C=C2C(=C1)C(=NC=N2)NC3=CC=CC(=C3)C#C)OCCOC.Cl. (2) Drug 1: C1CN(P(=O)(OC1)NCCCl)CCCl. Drug 2: COCCOC1=C(C=C2C(=C1)C(=NC=N2)NC3=CC=CC(=C3)C#C)OCCOC.Cl. Cell line: RXF 393. Synergy scores: CSS=-0.961, Synergy_ZIP=1.46, Synergy_Bliss=1.83, Synergy_Loewe=-2.57, Synergy_HSA=-1.46. (3) Drug 2: CCC1(C2=C(COC1=O)C(=O)N3CC4=CC5=C(C=CC(=C5CN(C)C)O)N=C4C3=C2)O.Cl. Synergy scores: CSS=20.5, Synergy_ZIP=-1.99, Synergy_Bliss=-1.59, Synergy_Loewe=-18.3, Synergy_HSA=-2.84. Drug 1: C1=NC2=C(N=C(N=C2N1C3C(C(C(O3)CO)O)F)Cl)N. Cell line: RPMI-8226. (4) Drug 1: C1=NNC2=C1C(=O)NC=N2. Drug 2: C(CN)CNCCSP(=O)(O)O. Cell line: HCT-15. Synergy scores: CSS=2.87, Synergy_ZIP=1.34, Synergy_Bliss=1.47, Synergy_Loewe=-48.0, Synergy_HSA=-2.58. (5) Drug 1: C1=NNC2=C1C(=O)NC=N2. Drug 2: C1CC(=O)NC(=O)C1N2C(=O)C3=CC=CC=C3C2=O. Cell line: NCI/ADR-RES. Synergy scores: CSS=-1.78, Synergy_ZIP=2.46, Synergy_Bliss=5.10, Synergy_Loewe=1.66, Synergy_HSA=0.935. (6) Drug 1: CNC(=O)C1=CC=CC=C1SC2=CC3=C(C=C2)C(=NN3)C=CC4=CC=CC=N4. Drug 2: CC1=C(N=C(N=C1N)C(CC(=O)N)NCC(C(=O)N)N)C(=O)NC(C(C2=CN=CN2)OC3C(C(C(C(O3)CO)O)O)OC4C(C(C(C(O4)CO)O)OC(=O)N)O)C(=O)NC(C)C(C(C)C(=O)NC(C(C)O)C(=O)NCCC5=NC(=CS5)C6=NC(=CS6)C(=O)NCCC[S+](C)C)O. Cell line: SR. Synergy scores: CSS=75.8, Synergy_ZIP=-2.53, Synergy_Bliss=-5.47, Synergy_Loewe=-6.24, Synergy_HSA=-3.33. (7) Drug 1: C1=C(C(=O)NC(=O)N1)N(CCCl)CCCl. Drug 2: C(CN)CNCCSP(=O)(O)O. Cell line: SK-OV-3. Synergy scores: CSS=4.68, Synergy_ZIP=-1.81, Synergy_Bliss=4.81, Synergy_Loewe=2.30, Synergy_HSA=4.30. (8) Drug 1: CNC(=O)C1=CC=CC=C1SC2=CC3=C(C=C2)C(=NN3)C=CC4=CC=CC=N4. Drug 2: C1C(C(OC1N2C=C(C(=O)NC2=O)F)CO)O. Cell line: HS 578T. Synergy scores: CSS=3.99, Synergy_ZIP=-10.3, Synergy_Bliss=-17.8, Synergy_Loewe=-29.8, Synergy_HSA=-18.8. (9) Drug 1: C1CN1C2=NC(=NC(=N2)N3CC3)N4CC4. Drug 2: C1=CC(=CC=C1CCCC(=O)O)N(CCCl)CCCl. Cell line: SN12C. Synergy scores: CSS=26.5, Synergy_ZIP=1.57, Synergy_Bliss=-1.36, Synergy_Loewe=-16.7, Synergy_HSA=-1.50. (10) Drug 1: CC12CCC(CC1=CCC3C2CCC4(C3CC=C4C5=CN=CC=C5)C)O. Drug 2: C1=NC2=C(N1)C(=S)N=CN2. Cell line: MOLT-4. Synergy scores: CSS=41.2, Synergy_ZIP=-6.59, Synergy_Bliss=-9.23, Synergy_Loewe=-34.9, Synergy_HSA=-9.00.